From a dataset of Reaction yield outcomes from USPTO patents with 853,638 reactions. Predict the reaction yield, written as a fraction of the theoretical maximum amount of product (1.0 means a 100% yield; for example, 0.34 means a 34% yield). (1) The reactants are [NH:1]1[C:9]2[C:4](=[CH:5][CH:6]=[CH:7][N:8]=2)[CH:3]=[CH:2]1.[Cl:10][C:11]1[CH:28]=[CH:27][C:14]([CH2:15][O:16][C:17]2[CH:24]=[CH:23][C:20]([CH:21]=[O:22])=[CH:19][C:18]=2[O:25][CH3:26])=[CH:13][CH:12]=1.[CH3:29]O.[OH-].[K+]. The catalyst is C(OCC)(=O)C.O. The product is [Cl:10][C:11]1[CH:28]=[CH:27][C:14]([CH2:15][O:16][C:17]2[CH:24]=[CH:23][C:20]([CH:21]([O:22][CH3:29])[C:3]3[C:4]4[C:9](=[N:8][CH:7]=[CH:6][CH:5]=4)[NH:1][CH:2]=3)=[CH:19][C:18]=2[O:25][CH3:26])=[CH:13][CH:12]=1. The yield is 0.740. (2) The reactants are [CH3:1][C:2]1[CH:7]=[CH:6][C:5]([C:8]2[O:12][N:11]=[CH:10][C:9]=2[C:13](OCC)=O)=[CH:4][CH:3]=1.[H-].C([Al+]CC(C)C)C(C)C.[ClH:28]. The catalyst is O1CCCC1. The product is [Cl:28][CH2:13][C:9]1[CH:10]=[N:11][O:12][C:8]=1[C:5]1[CH:6]=[CH:7][C:2]([CH3:1])=[CH:3][CH:4]=1. The yield is 0.940. (3) The reactants are C[O:2][CH:3]=[CH:4][C:5]1[CH:14]=[CH:13][C:8]([C:9]([O:11][CH3:12])=[O:10])=[CH:7][CH:6]=1.Cl.CC(C)=[O:18].OS(O)(=O)=O.O=[Cr](=O)=O.C(O)(C)C. The catalyst is O1CCOCC1.O. The product is [CH3:12][O:11][C:9]([C:8]1[CH:13]=[CH:14][C:5]([CH2:4][C:3]([OH:18])=[O:2])=[CH:6][CH:7]=1)=[O:10]. The yield is 0.280. (4) The reactants are [CH3:1][C@@:2]([OH:34])([C:30]([CH3:33])([CH3:32])[CH3:31])[C@@H:3]1[C@:8]2([O:28][CH3:29])[C@@H:9]3[O:23][C:18]4=[C:19]([OH:22])[CH:20]=[CH:21][C:16]5=[C:17]4[C@:10]43[CH2:11][CH2:12][N:13]([CH2:24][CH:25]3[CH2:27][CH2:26]3)[C@H:14]([CH2:15]5)[C@@:5]4([CH2:6][CH2:7]2)[CH2:4]1.[ClH:35]. The catalyst is C(O)C. The product is [CH3:1][C@@:2]([OH:34])([C:30]([CH3:33])([CH3:32])[CH3:31])[C@@H:3]1[C@:8]2([O:28][CH3:29])[C@@H:9]3[O:23][C:18]4=[C:19]([OH:22])[CH:20]=[CH:21][C:16]5=[C:17]4[C@:10]43[CH2:11][CH2:12][N:13]([CH2:24][CH:25]3[CH2:26][CH2:27]3)[C@H:14]([CH2:15]5)[C@@:5]4([CH2:6][CH2:7]2)[CH2:4]1.[ClH:35]. The yield is 0.960. (5) The reactants are C(N(CC)CC)C.[NH2:8][C:9]1[N:14]=[C:13](Cl)[C:12]([C:16](=O)[CH2:17][CH:18]2[CH2:22][O:21][C:20]([CH3:24])([CH3:23])[O:19]2)=[C:11]([Cl:26])[N:10]=1.Cl.[CH3:28][O:29][C:30]1[CH:38]=[CH:37][C:33]([CH2:34][NH:35][NH2:36])=[CH:32][CH:31]=1.Cl. The catalyst is ClCCl. The product is [Cl:26][C:11]1[N:10]=[C:9]([NH2:8])[N:14]=[C:13]2[N:35]([CH2:34][C:33]3[CH:37]=[CH:38][C:30]([O:29][CH3:28])=[CH:31][CH:32]=3)[N:36]=[C:16]([CH2:17][CH:18]3[CH2:22][O:21][C:20]([CH3:24])([CH3:23])[O:19]3)[C:12]=12. The yield is 0.780.